From a dataset of Full USPTO retrosynthesis dataset with 1.9M reactions from patents (1976-2016). Predict the reactants needed to synthesize the given product. (1) Given the product [Br:40][C:37]1[CH:38]=[CH:39][C:34]([NH:33][C:31]([C:30]2[C:29]([O:42][CH2:43][CH:44]([F:45])[F:46])=[CH:28][C:27]3[N:47]([CH3:48])[C:21]([NH:20][C:4]4[CH:5]=[C:6]([CH2:7][NH:8][C:9]([C:11]5([C:14]([F:17])([F:16])[F:15])[CH2:13][CH2:12]5)=[O:10])[CH:18]=[CH:19][C:3]=4[C:2]([F:24])([F:23])[F:1])=[N:25][C:26]=3[CH:41]=2)=[O:32])=[CH:35][CH:36]=1, predict the reactants needed to synthesize it. The reactants are: [F:1][C:2]([F:24])([F:23])[C:3]1[CH:19]=[CH:18][C:6]([CH2:7][NH:8][C:9]([C:11]2([C:14]([F:17])([F:16])[F:15])[CH2:13][CH2:12]2)=[O:10])=[CH:5][C:4]=1[N:20]=[C:21]=S.[NH2:25][C:26]1[C:27]([NH:47][CH3:48])=[CH:28][C:29]([O:42][CH2:43][CH:44]([F:46])[F:45])=[C:30]([CH:41]=1)[C:31]([NH:33][C:34]1[CH:39]=[CH:38][C:37]([Br:40])=[CH:36][CH:35]=1)=[O:32].CC(C)N=C=NC(C)C. (2) Given the product [O:1]1[CH:5]=[CH:4][CH:3]=[C:2]1[C:6]1[O:7][C:8]([CH3:34])=[C:9]([CH2:11][O:12][C:13]2[CH:14]=[CH:15][C:16]([CH2:17][O:18][C:19]3[C:23]([CH2:24][OH:25])=[CH:22][N:21]([C:26]4[CH:27]=[CH:28][CH:29]=[CH:30][CH:31]=4)[N:20]=3)=[CH:32][CH:33]=2)[N:10]=1, predict the reactants needed to synthesize it. The reactants are: [O:1]1[CH:5]=[CH:4][CH:3]=[C:2]1[C:6]1[O:7][C:8]([CH3:34])=[C:9]([CH2:11][O:12][C:13]2[CH:33]=[CH:32][C:16]([CH2:17][O:18][C:19]3[C:23]([CH:24]=[O:25])=[CH:22][N:21]([C:26]4[CH:31]=[CH:30][CH:29]=[CH:28][CH:27]=4)[N:20]=3)=[CH:15][CH:14]=2)[N:10]=1.C(O)C.[BH4-].[Na+].O.